This data is from CYP2D6 inhibition data for predicting drug metabolism from PubChem BioAssay. The task is: Regression/Classification. Given a drug SMILES string, predict its absorption, distribution, metabolism, or excretion properties. Task type varies by dataset: regression for continuous measurements (e.g., permeability, clearance, half-life) or binary classification for categorical outcomes (e.g., BBB penetration, CYP inhibition). Dataset: cyp2d6_veith. The drug is CN1C(=O)/C(=C/c2ccccc2OCc2ccccc2F)NC1=S. The result is 0 (non-inhibitor).